This data is from Reaction yield outcomes from USPTO patents with 853,638 reactions. The task is: Predict the reaction yield, written as a fraction of the theoretical maximum amount of product (1.0 means a 100% yield; for example, 0.34 means a 34% yield). The reactants are [F:1][CH:2]([F:18])[C:3](=O)[CH2:4][C:5]([C:7]1[CH:12]=[CH:11][C:10]([C:13]([F:16])([F:15])[F:14])=[CH:9][CH:8]=1)=O.[NH2:19][C:20]1[C:24]([C:25]2[CH:30]=[CH:29][N:28]=[CH:27][CH:26]=2)=[CH:23][NH:22][N:21]=1. No catalyst specified. The product is [F:1][CH:2]([F:18])[C:3]1[N:21]2[N:22]=[CH:23][C:24]([C:25]3[CH:30]=[CH:29][N:28]=[CH:27][CH:26]=3)=[C:20]2[N:19]=[C:5]([C:7]2[CH:12]=[CH:11][C:10]([C:13]([F:16])([F:15])[F:14])=[CH:9][CH:8]=2)[CH:4]=1. The yield is 0.670.